The task is: Predict the reaction yield, written as a fraction of the theoretical maximum amount of product (1.0 means a 100% yield; for example, 0.34 means a 34% yield).. This data is from Reaction yield outcomes from USPTO patents with 853,638 reactions. (1) The reactants are [CH3:1][C@@:2]1([CH2:13][O:14][C:15]2[CH:20]=[CH:19][C:18]([C:21]3[CH:26]=[CH:25][C:24]([N:27]4[CH2:32][CH2:31][N:30]([C:33](OC(C)(C)C)=O)[CH2:29][CH2:28]4)=[CH:23][CH:22]=3)=[CH:17][CH:16]=2)[O:6][C:5]2=[N:7][C:8]([N+:10]([O-:12])=[O:11])=[CH:9][N:4]2[CH2:3]1.[F:40][C:41]([F:46])([F:45])[C:42](O)=O. The yield is 0.605. The catalyst is ClCCl. The product is [CH3:1][C@@:2]1([CH2:13][O:14][C:15]2[CH:16]=[CH:17][C:18]([C:21]3[CH:22]=[CH:23][C:24]([N:27]4[CH2:32][CH2:31][N:30]([CH2:33][C:15]5[CH:20]=[CH:19][C:42]([C:41]([F:46])([F:45])[F:40])=[CH:17][CH:16]=5)[CH2:29][CH2:28]4)=[CH:25][CH:26]=3)=[CH:19][CH:20]=2)[O:6][C:5]2=[N:7][C:8]([N+:10]([O-:12])=[O:11])=[CH:9][N:4]2[CH2:3]1. (2) The reactants are [CH2:1]([O:8][C:9]1[C:13]([C:14](OCC)=[O:15])=[CH:12][N:11]([CH:19]2[CH2:24][CH2:23][CH2:22][CH2:21][CH2:20]2)[N:10]=1)[C:2]1[CH:7]=[CH:6][CH:5]=[CH:4][CH:3]=1.[H-].[Al+3].[Li+].[H-].[H-].[H-].Cl. The catalyst is O1CCCC1. The product is [CH2:1]([O:8][C:9]1[C:13]([CH2:14][OH:15])=[CH:12][N:11]([CH:19]2[CH2:24][CH2:23][CH2:22][CH2:21][CH2:20]2)[N:10]=1)[C:2]1[CH:3]=[CH:4][CH:5]=[CH:6][CH:7]=1. The yield is 0.600. (3) The reactants are [N+:1]([C:4]1[N:9]=[CH:8][C:7]([N:10]2[CH2:15][CH2:14][N:13]([C:16]([O:18][C:19]([CH3:22])([CH3:21])[CH3:20])=[O:17])[CH2:12][CH2:11]2)=[CH:6][CH:5]=1)([O-:3])=[O:2].[CH3:23][C@@H]1NCCN(C(OC(C)(C)C)=O)C1.BrC1C=CC([N+]([O-])=O)=NC=1. No catalyst specified. The product is [CH3:23][C@@H:15]1[N:10]([C:7]2[CH:8]=[N:9][C:4]([N+:1]([O-:3])=[O:2])=[CH:5][CH:6]=2)[CH2:11][CH2:12][N:13]([C:16]([O:18][C:19]([CH3:22])([CH3:21])[CH3:20])=[O:17])[CH2:14]1. The yield is 0.500. (4) The reactants are [F:1][C:2]1[CH:7]=[C:6]([S:8][CH3:9])[CH:5]=[CH:4][C:3]=1[C:10]1[N:11]=[CH:12][C:13]([OH:16])=[N:14][CH:15]=1.CS(O[CH2:22][CH:23]1[CH2:28][CH2:27][N:26]([C:29]2[O:33][N:32]=[C:31]([CH:34]([CH3:36])[CH3:35])[N:30]=2)[CH2:25][CH2:24]1)(=O)=O.C([O-])([O-])=O.[K+].[K+].O. The catalyst is CN(C=O)C. The product is [F:1][C:2]1[CH:7]=[C:6]([S:8][CH3:9])[CH:5]=[CH:4][C:3]=1[C:10]1[CH:15]=[N:14][C:13]([O:16][CH2:22][CH:23]2[CH2:28][CH2:27][N:26]([C:29]3[O:33][N:32]=[C:31]([CH:34]([CH3:36])[CH3:35])[N:30]=3)[CH2:25][CH2:24]2)=[CH:12][N:11]=1. The yield is 0.440. (5) The reactants are C([Sn]([CH2:12][CH2:13][CH2:14][CH3:15])([CH2:12][CH2:13][CH2:14][CH3:15])[CH2:12][CH2:13][CH2:14][CH3:15])=C.IC1C=[N:19][N:20]([C:24]([O:26][C:27]([CH3:30])([CH3:29])[CH3:28])=[O:25])[C:21](=[O:23])[CH:22]=1. The catalyst is C1(C)C=CC=CC=1.C1C=CC(P(C2C=CC=CC=2)C2C=CC=CC=2)=CC=1.C1C=CC(P(C2C=CC=CC=2)C2C=CC=CC=2)=CC=1.Cl[Pd]Cl. The product is [O:23]=[C:21]1[N:20]([C:24]([O:26][C:27]([CH3:30])([CH3:29])[CH3:28])=[O:25])[N:19]=[CH:12][C:13]([CH:14]=[CH2:15])=[CH:22]1. The yield is 0.620. (6) The reactants are [O:1]1[C:5]2[CH:6]=[CH:7][C:8]([C:10]3([C:13]([NH:15][C:16]4[CH:17]=[C:18]5[C:22](=[CH:23][CH:24]=4)[NH:21][C:20]([C:25]([CH3:28])([CH3:27])[CH3:26])=[CH:19]5)=[O:14])[CH2:12][CH2:11]3)=[CH:9][C:4]=2[O:3][CH2:2]1.[BH3-]C#N.[Na+]. The catalyst is C(O)(=O)C. The product is [O:1]1[C:5]2[CH:6]=[CH:7][C:8]([C:10]3([C:13]([NH:15][C:16]4[CH:17]=[C:18]5[C:22](=[CH:23][CH:24]=4)[NH:21][CH:20]([C:25]([CH3:28])([CH3:27])[CH3:26])[CH2:19]5)=[O:14])[CH2:12][CH2:11]3)=[CH:9][C:4]=2[O:3][CH2:2]1. The yield is 0.890. (7) The reactants are [CH3:1][C:2]1[CH:11]=[C:10]([CH2:12][O:13][C:14]2[CH:19]=[CH:18][C:17]([S:20]([NH:23][C@@H:24]3[CH2:28][CH2:27][CH2:26][C@@H:25]3[C:29]([OH:31])=O)(=[O:22])=[O:21])=[CH:16][CH:15]=2)[C:9]2[C:4](=[CH:5][CH:6]=[CH:7][CH:8]=2)[N:3]=1.[NH2:32][OH:33]. No catalyst specified. The product is [OH:33][NH:32][C:29]([C@H:25]1[CH2:26][CH2:27][CH2:28][C@H:24]1[NH:23][S:20]([C:17]1[CH:18]=[CH:19][C:14]([O:13][CH2:12][C:10]2[C:9]3[C:4](=[CH:5][CH:6]=[CH:7][CH:8]=3)[N:3]=[C:2]([CH3:1])[CH:11]=2)=[CH:15][CH:16]=1)(=[O:22])=[O:21])=[O:31]. The yield is 0.430. (8) The reactants are [CH:1]1([C:4]2[N:5]=[C:6]3[C:12]([C:13]([OH:15])=O)=[CH:11][NH:10][C:7]3=[N:8][CH:9]=2)[CH2:3][CH2:2]1.[NH2:16][C@@H:17]([CH:22]1[CH2:24][CH2:23]1)[C:18]([CH3:21])([OH:20])[CH3:19].C(Cl)CCl.C1C=CC2N(O)N=NC=2C=1.CCN(C(C)C)C(C)C. The catalyst is CN(C=O)C. The product is [CH:22]1([C@H:17]([NH:16][C:13]([C:12]2[C:6]3[C:7](=[N:8][CH:9]=[C:4]([CH:1]4[CH2:2][CH2:3]4)[N:5]=3)[NH:10][CH:11]=2)=[O:15])[C:18]([OH:20])([CH3:21])[CH3:19])[CH2:24][CH2:23]1. The yield is 0.130.